Dataset: Peptide-MHC class I binding affinity with 185,985 pairs from IEDB/IMGT. Task: Regression. Given a peptide amino acid sequence and an MHC pseudo amino acid sequence, predict their binding affinity value. This is MHC class I binding data. (1) The peptide sequence is TYKKKNNHI. The MHC is HLA-A30:02 with pseudo-sequence HLA-A30:02. The binding affinity (normalized) is 0.530. (2) The peptide sequence is VVIAILTVV. The MHC is HLA-A02:06 with pseudo-sequence HLA-A02:06. The binding affinity (normalized) is 0.758. (3) The peptide sequence is ITYSTYGKFL. The MHC is Patr-B0101 with pseudo-sequence Patr-B0101. The binding affinity (normalized) is 0.762. (4) The peptide sequence is YVFAIPLPF. The MHC is HLA-B27:03 with pseudo-sequence HLA-B27:03. The binding affinity (normalized) is 0.0847. (5) The peptide sequence is ALRANSAVK. The MHC is HLA-A01:01 with pseudo-sequence HLA-A01:01. The binding affinity (normalized) is 0.0847.